From a dataset of Reaction yield outcomes from USPTO patents with 853,638 reactions. Predict the reaction yield, written as a fraction of the theoretical maximum amount of product (1.0 means a 100% yield; for example, 0.34 means a 34% yield). (1) The reactants are [CH2:1]([N:6]1[CH:10]=[C:9]([C:11]([O:13][CH3:14])=[O:12])[N:8]=[CH:7]1)[CH2:2][CH2:3][CH2:4][CH3:5].[Br:15]NC(=O)CCC(N)=O. The catalyst is C(Cl)(Cl)(Cl)Cl.N(C(C)(C)C#N)=NC(C)(C)C#N. The product is [Br:15][C:7]1[N:6]([CH2:1][CH2:2][CH2:3][CH2:4][CH3:5])[CH:10]=[C:9]([C:11]([O:13][CH3:14])=[O:12])[N:8]=1. The yield is 0.500. (2) The reactants are [F:1][C:2]1[CH:7]=[CH:6][C:5]([O:8][CH3:9])=[CH:4][C:3]=1[C:10]1[CH:15]=[CH:14][C:13]([C:16](O)=[O:17])=[CH:12][C:11]=1[C:19]([O:21][CH3:22])=[O:20].C1COCC1.B.C1COCC1. No catalyst specified. The product is [F:1][C:2]1[CH:7]=[CH:6][C:5]([O:8][CH3:9])=[CH:4][C:3]=1[C:10]1[C:11]([C:19]([O:21][CH3:22])=[O:20])=[CH:12][C:13]([CH2:16][OH:17])=[CH:14][CH:15]=1. The yield is 0.880.